Task: Predict the reactants needed to synthesize the given product.. Dataset: Full USPTO retrosynthesis dataset with 1.9M reactions from patents (1976-2016) (1) Given the product [CH:1]1([C:4]2[C:12]([NH:13][S:14]([CH3:17])(=[O:16])=[O:15])=[CH:11][C:10]3[C:6](=[C:7]([C:27]([NH:29][CH3:30])=[O:28])[N:8]([C:18]4[CH:23]=[CH:22][C:21]([CH:24]([CH3:26])[CH3:25])=[CH:20][CH:19]=4)[N:9]=3)[CH:5]=2)[CH2:2][CH2:3]1, predict the reactants needed to synthesize it. The reactants are: [CH:1]1([C:4]2[C:12]([NH:13][S:14]([CH3:17])(=[O:16])=[O:15])=[CH:11][C:10]3[C:6](=[C:7]([C:27]([NH:29][CH3:30])=[O:28])[N:8]([C:18]4[CH:23]=[CH:22][C:21]([C:24]([CH3:26])=[CH2:25])=[CH:20][CH:19]=4)[N:9]=3)[CH:5]=2)[CH2:3][CH2:2]1. (2) The reactants are: [CH3:1][O:2][C:3]1[C:4]2[N:11]=[C:10]([NH:12][C:13]([N:15]3[CH2:20][CH2:19][C:18](O)([C:21]4[CH:26]=[CH:25][CH:24]=[C:23]([C:27]([F:30])([F:29])[F:28])[CH:22]=4)[CH2:17][CH2:16]3)=[O:14])[S:9][C:5]=2[N:6]=[CH:7][N:8]=1.S(=O)(=O)(O)O.C(=O)(O)[O-:38].[Na+].[C:42](#[N:44])[CH3:43]. Given the product [CH3:1][O:2][C:3]1[C:4]2[N:11]=[C:10]([NH:12][C:13]([N:15]3[CH2:20][CH2:19][C:18]([NH:44][C:42](=[O:38])[CH3:43])([C:21]4[CH:26]=[CH:25][CH:24]=[C:23]([C:27]([F:30])([F:29])[F:28])[CH:22]=4)[CH2:17][CH2:16]3)=[O:14])[S:9][C:5]=2[N:6]=[CH:7][N:8]=1, predict the reactants needed to synthesize it. (3) Given the product [CH3:1][S:2]([C:5]([C:8]1[CH:9]=[C:10]([CH:15]=[CH:16][CH:17]=1)[C:11]([OH:13])=[O:12])([CH3:7])[CH3:6])(=[O:3])=[O:4], predict the reactants needed to synthesize it. The reactants are: [CH3:1][S:2]([C:5]([C:8]1[CH:9]=[C:10]([CH:15]=[CH:16][CH:17]=1)[C:11]([O:13]C)=[O:12])([CH3:7])[CH3:6])(=[O:4])=[O:3].C1COCC1.[OH-].[Li+]. (4) Given the product [CH3:14][C:12]1[C:11]([N+:15]([O-:17])=[O:16])=[CH:10][N:9]=[C:8]([C:6]([O:20][CH2:18][CH3:19])=[O:2])[CH:13]=1, predict the reactants needed to synthesize it. The reactants are: S(=O)(=O)(O)[OH:2].[C:6]([C:8]1[CH:13]=[C:12]([CH3:14])[C:11]([N+:15]([O-:17])=[O:16])=[CH:10][N:9]=1)#N.[CH2:18]([OH:20])[CH3:19]. (5) Given the product [C:9]12([C:15](=[O:17])[CH3:16])[CH2:4][CH:14]1[CH2:13][CH2:12][CH2:11][CH2:10]2, predict the reactants needed to synthesize it. The reactants are: [H-].[Na+].[I-].[CH3:4][S+](C)(C)=O.[C:9]1([C:15](=[O:17])[CH3:16])[CH2:14][CH2:13][CH2:12][CH2:11][CH:10]=1.